This data is from Reaction yield outcomes from USPTO patents with 853,638 reactions. The task is: Predict the reaction yield, written as a fraction of the theoretical maximum amount of product (1.0 means a 100% yield; for example, 0.34 means a 34% yield). (1) The reactants are [C:1]([C:3]1[CH:8]=[CH:7][CH:6]=[CH:5][C:4]=1[C:9]1[CH:14]=[CH:13][C:12]([CH2:15][CH:16]([C:22](=O)[CH2:23][CH2:24][CH3:25])[C:17](OCC)=[O:18])=[CH:11][CH:10]=1)#[N:2].[CH3:27][C:28]1([CH3:40])[CH2:33][CH:32]([NH:34][C:35]2[NH:39][CH:38]=[N:37][N:36]=2)[CH2:31][CH2:30][O:29]1. No catalyst specified. The product is [CH3:27][C:28]1([CH3:40])[CH2:33][CH:32]([N:34]2[C:17](=[O:18])[C:16]([CH2:15][C:12]3[CH:13]=[CH:14][C:9]([C:4]4[C:3]([C:1]#[N:2])=[CH:8][CH:7]=[CH:6][CH:5]=4)=[CH:10][CH:11]=3)=[C:22]([CH2:23][CH2:24][CH3:25])[N:36]3[N:37]=[CH:38][N:39]=[C:35]23)[CH2:31][CH2:30][O:29]1. The yield is 0.670. (2) The reactants are [C:1]([O:5][C:6]([N:8]1[C:12](=[O:13])[CH:11]([CH3:14])[CH2:10][C@H:9]1[C:15]([O:17][C:18]([CH3:21])([CH3:20])[CH3:19])=[O:16])=[O:7])([CH3:4])([CH3:3])[CH3:2].[CH3:22][Si](C)(C)[N-][Si](C)(C)C.[Li+].CI. The catalyst is O1CCCC1. The product is [C:1]([O:5][C:6]([N:8]1[C:12](=[O:13])[C:11]([CH3:22])([CH3:14])[CH2:10][C@H:9]1[C:15]([O:17][C:18]([CH3:20])([CH3:19])[CH3:21])=[O:16])=[O:7])([CH3:4])([CH3:2])[CH3:3]. The yield is 0.540. (3) The reactants are C[O:2][C:3](=[O:24])[C:4]1[CH:9]=[CH:8][C:7]([O:10][CH2:11][C:12]2[C:13]([C:18]3[CH:23]=[CH:22][CH:21]=[CH:20][N:19]=3)=[N:14][O:15][C:16]=2[CH3:17])=[N:6][CH:5]=1.O.[OH-].[Li+].Cl. The catalyst is C1COCC1.CO.O. The product is [CH3:17][C:16]1[O:15][N:14]=[C:13]([C:18]2[CH:23]=[CH:22][CH:21]=[CH:20][N:19]=2)[C:12]=1[CH2:11][O:10][C:7]1[CH:8]=[CH:9][C:4]([C:3]([OH:24])=[O:2])=[CH:5][N:6]=1. The yield is 0.900. (4) The reactants are [Na].[Cl:2][C:3]1[CH:4]=[CH:5][C:6]([CH2:9][OH:10])=[N:7][CH:8]=1.[N+]([C:14]1[CH:19]=[CH:18][N+:17]([O-:20])=[CH:16][CH:15]=1)([O-])=O. The catalyst is C1COCC1. The product is [Cl:2][C:3]1[CH:4]=[CH:5][C:6]([CH2:9][O:10][C:14]2[CH:19]=[CH:18][N+:17]([O-:20])=[CH:16][CH:15]=2)=[N:7][CH:8]=1. The yield is 0.490. (5) The reactants are [Cl:1][C:2]1[CH:28]=[CH:27][C:5]([CH2:6][N:7]2[C:12](=[O:13])[C:11]([O:14][CH3:15])=[N:10][N:9]([C:16]3[CH:17]=[C:18]([CH:23]=[CH:24][CH:25]=3)/[C:19](/[NH2:22])=[N:20]/[OH:21])[C:8]2=[O:26])=[CH:4][CH:3]=1.[C:29](OCC)(OCC)(OCC)[CH3:30]. The catalyst is S(=O)(=O)(O)O. The product is [Cl:1][C:2]1[CH:3]=[CH:4][C:5]([CH2:6][N:7]2[C:12](=[O:13])[C:11]([O:14][CH3:15])=[N:10][N:9]([C:16]3[CH:25]=[CH:24][CH:23]=[C:18]([C:19]4[N:22]=[C:29]([CH3:30])[O:21][N:20]=4)[CH:17]=3)[C:8]2=[O:26])=[CH:27][CH:28]=1. The yield is 0.250. (6) The reactants are Cl.[F:2][C:3]1[CH:4]=[C:5]([C:17]2[CH:22]=[CH:21][C:20]([S:23]([CH3:26])(=[O:25])=[O:24])=[CH:19][CH:18]=2)[CH:6]=[CH:7][C:8]=1[O:9][CH2:10][CH:11]1[CH2:16][CH2:15][NH:14][CH2:13][CH2:12]1.C(N(C(C)C)CC)(C)C.Cl[C:37]([O:39][CH:40]([CH3:42])[CH3:41])=[O:38]. The catalyst is ClCCl. The product is [F:2][C:3]1[CH:4]=[C:5]([C:17]2[CH:18]=[CH:19][C:20]([S:23]([CH3:26])(=[O:24])=[O:25])=[CH:21][CH:22]=2)[CH:6]=[CH:7][C:8]=1[O:9][CH2:10][CH:11]1[CH2:16][CH2:15][N:14]([C:37]([O:39][CH:40]([CH3:42])[CH3:41])=[O:38])[CH2:13][CH2:12]1. The yield is 0.920. (7) The reactants are NCC[N:4]([CH3:32])[C:5]([C:7]1[N:8]=[C:9]([N:12]2[CH2:15][CH:14]([S:16]C3[C@H](C)[C@@H]4[C@@H]([C@H](O)C)C(=O)N4C=3C(O)=O)[CH2:13]2)[S:10][CH:11]=1)=O.[C:33](O)(=[O:35])C.NN.C1(P(O[C:54]2[C@H:55]([CH3:78])[C@H:56]3[C@@H:73]([C@H:74]([OH:76])[CH3:75])[C:72](=[O:77])[N:57]3[C:58]=2[C:59]([O:61][CH2:62][C:63]2[CH:68]=[CH:67][C:66]([N+:69]([O-:71])=[O:70])=[CH:65][CH:64]=2)=[O:60])(C2C=CC=CC=2)=O)C=CC=CC=1.C(N(C(C)C)CC)(C)C.C(=O)([O-])[OH:89].[Na+]. The catalyst is CN(C)C=O.C(#N)C.C(OCC)(=O)C. The product is [CH3:33][O:35][C:32]([NH:4][CH2:5][C:7]1[N:8]=[C:9]([N:12]2[CH2:13][CH:14]([S:16][C:54]3[C@H:55]([CH3:78])[C@@H:56]4[C@@H:73]([C@H:74]([OH:76])[CH3:75])[C:72](=[O:77])[N:57]4[C:58]=3[C:59]([O:61][CH2:62][C:63]3[CH:64]=[CH:65][C:66]([N+:69]([O-:71])=[O:70])=[CH:67][CH:68]=3)=[O:60])[CH2:15]2)[S:10][CH:11]=1)=[O:89]. The yield is 0.530. (8) The catalyst is CO. The yield is 1.00. The product is [CH3:1][N:2]1[C@H:11]2[C@H:6]([CH2:7][CH2:8][CH2:9][CH2:10]2)[NH:5][CH2:4][CH2:3]1. The reactants are [CH3:1][N:2]1[C@H:11]2[C@H:6]([CH2:7][CH2:8][CH2:9][CH2:10]2)[N:5](C(OCC2C=CC=CC=2)=O)[CH2:4][CH2:3]1.